From a dataset of Full USPTO retrosynthesis dataset with 1.9M reactions from patents (1976-2016). Predict the reactants needed to synthesize the given product. (1) Given the product [CH3:1][S:2][C:3]1[S:4][C:5]([C:13]2[CH:14]=[CH:15][NH:16][N:22]=2)=[C:6]2[CH2:11][CH2:10][CH2:9][C:8](=[O:12])[C:7]=12, predict the reactants needed to synthesize it. The reactants are: [CH3:1][S:2][C:3]1[S:4][C:5]([C:13](=O)/[CH:14]=[CH:15]/[N:16]2CCCC2)=[C:6]2[CH2:11][CH2:10][CH2:9][C:8](=[O:12])[C:7]=12.[NH2:22]N. (2) Given the product [OH:1][C:2]1[C:3](=[O:17])[NH:4][C:5](=[O:16])[N:6]([CH2:8][CH2:9][C:10]2[CH:15]=[CH:14][CH:13]=[C:12]([CH3:18])[CH:11]=2)[N:7]=1, predict the reactants needed to synthesize it. The reactants are: [OH:1][C:2]1[C:3](=[O:17])[NH:4][C:5](=[O:16])[N:6]([CH2:8][CH2:9][C:10]2[CH:15]=[CH:14][CH:13]=[CH:12][CH:11]=2)[N:7]=1.[CH3:18]O. (3) Given the product [Br:1][C:2]1[S:6][C:5]([S:7]([N:10]2[CH:14]=[CH:13][C:12](/[CH:15]=[CH:16]/[C:17]([NH:32][O:31][CH:26]3[CH2:27][CH2:28][CH2:29][CH2:30][O:25]3)=[O:19])=[CH:11]2)(=[O:8])=[O:9])=[CH:4][CH:3]=1, predict the reactants needed to synthesize it. The reactants are: [Br:1][C:2]1[S:6][C:5]([S:7]([N:10]2[CH:14]=[CH:13][C:12](/[CH:15]=[CH:16]/[C:17]([OH:19])=O)=[CH:11]2)(=[O:9])=[O:8])=[CH:4][CH:3]=1.CN(C=O)C.[O:25]1[CH2:30][CH2:29][CH2:28][CH2:27][CH:26]1[O:31][NH2:32]. (4) Given the product [ClH:44].[F:1][C:2]1[C:3]([CH2:28][NH:29][CH3:30])=[CH:4][N:5]([S:14]([C:17]2[CH:22]=[CH:21][CH:20]=[C:19]([CH2:23][S:24]([CH3:27])(=[O:25])=[O:26])[CH:18]=2)(=[O:15])=[O:16])[C:6]=1[C:7]1[C:8]([F:13])=[N:9][CH:10]=[CH:11][CH:12]=1, predict the reactants needed to synthesize it. The reactants are: [F:1][C:2]1[C:3]([CH2:28][N:29](C)[C:30](=O)OC(C)(C)C)=[CH:4][N:5]([S:14]([C:17]2[CH:22]=[CH:21][CH:20]=[C:19]([CH2:23][S:24]([CH3:27])(=[O:26])=[O:25])[CH:18]=2)(=[O:16])=[O:15])[C:6]=1[C:7]1[C:8]([F:13])=[N:9][CH:10]=[CH:11][CH:12]=1.C(OCC)(=O)C.[ClH:44]. (5) The reactants are: Br[C:2]1[CH:19]=[CH:18][C:5]([CH2:6][NH:7][C:8](=[O:17])[C:9]2[C:14]([Cl:15])=[CH:13][CH:12]=[CH:11][C:10]=2[Cl:16])=[CH:4][C:3]=1[CH3:20].[O:21]=[C:22]1[CH:27]=[C:26](B(O)O)[CH:25]=[CH:24][NH:23]1.C(=O)([O-])[O-].[Cs+].[Cs+]. Given the product [Cl:16][C:10]1[CH:11]=[CH:12][CH:13]=[C:14]([Cl:15])[C:9]=1[C:8]([NH:7][CH2:6][C:5]1[CH:18]=[CH:19][C:2]([C:26]2[CH:25]=[CH:24][NH:23][C:22](=[O:21])[CH:27]=2)=[C:3]([CH3:20])[CH:4]=1)=[O:17], predict the reactants needed to synthesize it.